Dataset: Catalyst prediction with 721,799 reactions and 888 catalyst types from USPTO. Task: Predict which catalyst facilitates the given reaction. Reactant: [NH2:1][C:2]1[CH:3]=[CH:4][C:5]([O:19][CH:20]2[CH2:25][CH2:24][O:23][CH2:22][CH2:21]2)=[C:6]([C:8]2[C:9]3[CH:18]=[CH:17][NH:16][C:10]=3[C:11](=[O:15])[N:12]([CH3:14])[CH:13]=2)[CH:7]=1.[F:26][C:27]([F:34])([F:33])[CH2:28][S:29](Cl)(=[O:31])=[O:30].C(N(CC)CC)C. Product: [F:26][C:27]([F:34])([F:33])[CH2:28][S:29]([NH:1][C:2]1[CH:3]=[CH:4][C:5]([O:19][CH:20]2[CH2:25][CH2:24][O:23][CH2:22][CH2:21]2)=[C:6]([C:8]2[C:9]3[CH:18]=[CH:17][NH:16][C:10]=3[C:11](=[O:15])[N:12]([CH3:14])[CH:13]=2)[CH:7]=1)(=[O:31])=[O:30]. The catalyst class is: 4.